Dataset: Full USPTO retrosynthesis dataset with 1.9M reactions from patents (1976-2016). Task: Predict the reactants needed to synthesize the given product. (1) Given the product [CH:27]1([CH2:24][O:28][C:29]2[CH:34]=[C:33]([C:2]3[CH:11]=[CH:10][C:9]4[N:8]=[CH:7][C:6]5[N:12]([CH3:23])[C:13](=[O:22])[N:14]([C:15]6[C:16]([CH3:21])=[N:17][N:18]([CH3:20])[CH:19]=6)[C:5]=5[C:4]=4[CH:3]=3)[CH:32]=[N:31][CH:30]=2)[CH2:26][CH2:25]1, predict the reactants needed to synthesize it. The reactants are: Br[C:2]1[CH:11]=[CH:10][C:9]2[N:8]=[CH:7][C:6]3[N:12]([CH3:23])[C:13](=[O:22])[N:14]([C:15]4[C:16]([CH3:21])=[N:17][N:18]([CH3:20])[CH:19]=4)[C:5]=3[C:4]=2[CH:3]=1.[CH:24]1([O:28][C:29]2[CH:30]=[N:31][CH:32]=[C:33](B3OC(C)(C)C(C)(C)O3)[CH:34]=2)[CH2:27][CH2:26][CH2:25]1. (2) Given the product [N:34]1([C:40]2[O:41][C:42]([C:49]([NH:51][C:52]3[CH:53]=[CH:54][C:55]([N:58]4[CH2:59][CH2:60][CH:61]([CH2:64][C:65]([OH:67])=[O:66])[CH2:62][CH2:63]4)=[N:56][CH:57]=3)=[O:50])=[C:43]([C:45]([F:47])([F:48])[F:46])[N:44]=2)[CH2:39][CH2:38][CH2:37][CH2:36][CH2:35]1, predict the reactants needed to synthesize it. The reactants are: N1(C2OC(C(NC3C=CC(N4CCC(C(O)=O)CC4)=NC=3)=O)=C(C(F)(F)F)N=2)CCCCC1.[N:34]1([C:40]2[O:41][C:42]([C:49]([NH:51][C:52]3[CH:53]=[CH:54][C:55]([N:58]4[CH2:63][CH2:62][CH:61]([CH2:64][C:65]([O:67]CC)=[O:66])[CH2:60][CH2:59]4)=[N:56][CH:57]=3)=[O:50])=[C:43]([C:45]([F:48])([F:47])[F:46])[N:44]=2)[CH2:39][CH2:38][CH2:37][CH2:36][CH2:35]1. (3) Given the product [CH:1]([N:14]1[CH2:17][CH:16]([C:18]2[CH:23]=[CH:22][C:21]([NH2:24])=[C:20]([O:27][CH3:28])[CH:19]=2)[CH2:15]1)([C:2]1[CH:3]=[CH:4][CH:5]=[CH:6][CH:7]=1)[C:8]1[CH:9]=[CH:10][CH:11]=[CH:12][CH:13]=1, predict the reactants needed to synthesize it. The reactants are: [CH:1]([N:14]1[CH2:17][CH:16]([C:18]2[CH:23]=[CH:22][C:21]([N+:24]([O-])=O)=[C:20]([O:27][CH3:28])[CH:19]=2)[CH2:15]1)([C:8]1[CH:13]=[CH:12][CH:11]=[CH:10][CH:9]=1)[C:2]1[CH:7]=[CH:6][CH:5]=[CH:4][CH:3]=1.Cl.CC(O)C. (4) Given the product [CH3:29][O:28][C:27]([NH:26][C@@H:17]1[CH:16]2[C:15](=[O:31])[CH2:14][C@H:13]([C:11]3[NH:12][C:8]([C:5]4[CH:4]=[CH:3][C:2]([C:40]5[CH:45]=[CH:44][C:43]([C:46]6[NH:50][C:49]([C@@H:51]7[CH2:56][O:55][CH2:54][CH2:53][N:52]7[C:57]([O:59][C:60]([CH3:63])([CH3:62])[CH3:61])=[O:58])=[N:48][CH:47]=6)=[CH:42][CH:41]=5)=[CH:7][CH:6]=4)=[CH:9][N:10]=3)[CH2:25][N:23]3[C:24]2=[C:20]([CH:21]=[CH:22]3)[CH2:19][CH2:18]1)=[O:30], predict the reactants needed to synthesize it. The reactants are: Br[C:2]1[CH:7]=[CH:6][C:5]([C:8]2[NH:12][C:11]([C@@H:13]3[CH2:25][N:23]4[C:24]5[CH:16]([C@@H:17]([NH:26][C:27](=[O:30])[O:28][CH3:29])[CH2:18][CH2:19][C:20]=5[CH:21]=[CH:22]4)[C:15](=[O:31])[CH2:14]3)=[N:10][CH:9]=2)=[CH:4][CH:3]=1.CC1(C)C(C)(C)OB([C:40]2[CH:45]=[CH:44][C:43]([C:46]3[NH:50][C:49]([C@@H:51]4[CH2:56][O:55][CH2:54][CH2:53][N:52]4[C:57]([O:59][C:60]([CH3:63])([CH3:62])[CH3:61])=[O:58])=[N:48][CH:47]=3)=[CH:42][CH:41]=2)O1.C(=O)([O-])[O-].[Na+].[Na+].CN(C=O)C. (5) Given the product [CH2:6]([O:5][C:3](=[O:4])[C:2]([CH3:9])([CH3:8])[CH:25]([NH:28][CH2:27][CH2:2][C:3]([O:5][CH2:6][CH3:7])=[O:4])[CH2:24][C:21]1[CH:22]=[CH:23][C:18]([O:17][CH3:16])=[CH:19][CH:20]=1)[CH3:7], predict the reactants needed to synthesize it. The reactants are: Br[C:2]([CH3:9])([CH3:8])[C:3]([O:5][CH2:6][CH3:7])=[O:4].I([Si](C)(C)C)=O.[CH3:16][O:17][C:18]1[CH:23]=[CH:22][C:21]([CH2:24][C:25]#N)=[CH:20][CH:19]=1.[C:27]([BH3-])#[N:28].[Na+].N. (6) Given the product [F:21][CH:2]([F:1])[CH2:3][N:4]1[C@@H:9]2[CH2:10][CH2:11][C@H:5]1[CH2:6][C:7]([C:14]1[CH:15]=[N:16][CH:17]=[C:18]([I:20])[CH:19]=1)([C:12](=[S:23])[NH2:13])[CH2:8]2, predict the reactants needed to synthesize it. The reactants are: [F:1][CH:2]([F:21])[CH2:3][N:4]1[C@@H:9]2[CH2:10][CH2:11][C@H:5]1[CH2:6][C:7]([C:14]1[CH:15]=[N:16][CH:17]=[C:18]([I:20])[CH:19]=1)([C:12]#[N:13])[CH2:8]2.[NH4+]=[S:23].O. (7) Given the product [F:29][C:24]1[CH:23]=[C:22]([CH:27]=[C:26]([F:28])[CH:25]=1)[CH2:21][C@H:3]([NH:2][C:45]([C:41]1[C:42]2[CH2:43][CH2:44][N:35]([CH2:34][CH2:33][O:32][CH2:30][CH3:31])[C:36](=[O:48])[C:37]=2[CH:38]=[CH:39][CH:40]=1)=[O:46])[C@H:4]([OH:20])[CH2:5][NH:6][C:7]1([C:10]2[CH:15]=[CH:14][CH:13]=[C:12]([C:16]([F:17])([F:18])[F:19])[CH:11]=2)[CH2:9][CH2:8]1, predict the reactants needed to synthesize it. The reactants are: Cl.[NH2:2][C@@H:3]([CH2:21][C:22]1[CH:27]=[C:26]([F:28])[CH:25]=[C:24]([F:29])[CH:23]=1)[C@H:4]([OH:20])[CH2:5][NH:6][C:7]1([C:10]2[CH:15]=[CH:14][CH:13]=[C:12]([C:16]([F:19])([F:18])[F:17])[CH:11]=2)[CH2:9][CH2:8]1.[CH2:30]([O:32][CH2:33][CH2:34][N:35]1[CH2:44][CH2:43][C:42]2[C:41]([C:45](O)=[O:46])=[CH:40][CH:39]=[CH:38][C:37]=2[C:36]1=[O:48])[CH3:31].OC1C2N=NNC=2C=CC=1.Cl.CN(C)CCCN=C=NCC.C(N(CC)C(C)C)(C)C. (8) The reactants are: [CH3:1][O-:2].[Na+].Br[C:5]1([C:11]([C:13]2[CH:18]=[CH:17][C:16]([S:19][CH3:20])=[CH:15][CH:14]=2)=O)[CH2:10][CH2:9][CH2:8][CH2:7][CH2:6]1.C1(C)C=CC=CC=1.[OH2:28]. Given the product [CH3:1][O:2][C:11]1([C:13]2[CH:14]=[CH:15][C:16]([S:19][CH3:20])=[CH:17][CH:18]=2)[C:5]2([CH2:6][CH2:7][CH2:8][CH2:9][CH2:10]2)[O:28]1, predict the reactants needed to synthesize it. (9) Given the product [Br:8][C:6]1[N:7]=[C:2]([Br:1])[C:3]2[N:4]([CH:11]=[CH:12][N:9]=2)[CH:5]=1, predict the reactants needed to synthesize it. The reactants are: [Br:1][C:2]1[C:3]([NH2:9])=[N:4][CH:5]=[C:6]([Br:8])[N:7]=1.Br[CH2:11][CH:12](OC)OC.C(=O)([O-])O.[Na+].